This data is from Catalyst prediction with 721,799 reactions and 888 catalyst types from USPTO. The task is: Predict which catalyst facilitates the given reaction. Reactant: [C:1]([C:4]1[CH:5]=[C:6]([NH:10][C:11](=O)C(F)(F)F)[CH:7]=[CH:8][CH:9]=1)(=[O:3])[CH3:2].CO[CH:19](OC)[N:20]([CH3:22])[CH3:21].O. Product: [CH3:19][N:20]([CH3:22])[CH:21]=[CH:2][C:1]([C:4]1[CH:9]=[CH:8][CH:7]=[C:6]([NH:10][CH3:11])[CH:5]=1)=[O:3]. The catalyst class is: 9.